The task is: Predict the reactants needed to synthesize the given product.. This data is from Full USPTO retrosynthesis dataset with 1.9M reactions from patents (1976-2016). (1) Given the product [CH:1]1([CH2:4][O:5][C:6]2[N:11]=[C:10]([C:12]([NH:14][C:15]3([CH2:19][C:20]([OH:22])=[O:21])[CH2:18][S:17][CH2:16]3)=[O:13])[CH:9]=[CH:8][C:7]=2[C:24]2([F:28])[CH2:25][O:26][CH2:27]2)[CH2:3][CH2:2]1, predict the reactants needed to synthesize it. The reactants are: [CH:1]1([CH2:4][O:5][C:6]2[N:11]=[C:10]([C:12]([NH:14][C:15]3([CH2:19][C:20]([O:22]C)=[O:21])[CH2:18][S:17][CH2:16]3)=[O:13])[CH:9]=[CH:8][C:7]=2[C:24]2([F:28])[CH2:27][O:26][CH2:25]2)[CH2:3][CH2:2]1.O.[OH-].[Li+]. (2) Given the product [C:46]([OH:51])(=[O:50])[C:47]([OH:49])=[O:48].[NH2:1][CH2:4][CH2:5][C@@H:6]([O:13][C:14]1[CH:21]=[C:20]([C:22]([F:23])([F:24])[F:25])[CH:19]=[CH:18][C:15]=1[C:16]#[N:17])[C:7]1[CH:8]=[CH:9][CH:10]=[CH:11][CH:12]=1, predict the reactants needed to synthesize it. The reactants are: [N:1]([CH2:4][CH2:5][C@@H:6]([O:13][C:14]1[CH:21]=[C:20]([C:22]([F:25])([F:24])[F:23])[CH:19]=[CH:18][C:15]=1[C:16]#[N:17])[C:7]1[CH:12]=[CH:11][CH:10]=[CH:9][CH:8]=1)=[N+]=[N-].C1(P(C2C=CC=CC=2)C2C=CC=CC=2)C=CC=CC=1.O.[C:46]([OH:51])(=[O:50])[C:47]([OH:49])=[O:48]. (3) The reactants are: [F:1][C:2]1[C:3]([NH:12][C:13]2[CH:18]=[CH:17][C:16]([I:19])=[CH:15][C:14]=2[F:20])=[C:4]([CH:8]=[CH:9][C:10]=1[F:11])[C:5]([OH:7])=O.[CH2:21]([NH:23][CH2:24][CH3:25])[CH3:22]. Given the product [CH2:21]([N:23]([CH2:24][CH3:25])[C:5](=[O:7])[C:4]1[CH:8]=[CH:9][C:10]([F:11])=[C:2]([F:1])[C:3]=1[NH:12][C:13]1[CH:18]=[CH:17][C:16]([I:19])=[CH:15][C:14]=1[F:20])[CH3:22], predict the reactants needed to synthesize it. (4) Given the product [C:14]([C:10]1[CH:9]=[C:8]([C:6]2[CH:5]=[CH:4][N:3]=[C:2]([NH:1][C:24](=[O:31])[C:25]3[CH:30]=[CH:29][C:28]([C:6]([CH3:8])([CH3:7])[CH3:5])=[CH:27][CH:26]=3)[CH:7]=2)[CH:13]=[CH:12][CH:11]=1)(=[O:23])[CH3:15], predict the reactants needed to synthesize it. The reactants are: [NH2:1][C:2]1[CH:7]=[C:6]([C:8]2[CH:9]=[C:10]([C:14](=[O:23])[CH2:15]CN3CCOCC3)[CH:11]=[CH:12][CH:13]=2)[CH:5]=[CH:4][N:3]=1.[C:24](N)(=[O:31])[C:25]1[CH:30]=[CH:29][CH:28]=[CH:27][CH:26]=1. (5) The reactants are: [CH:1]1([C@@H:7]([NH:9][C:10]([C:12]2[C:21]3[C:16](=[CH:17][CH:18]=[CH:19][CH:20]=3)[N:15]=[C:14]([C:22]3[S:23][CH:24]=[CH:25][CH:26]=3)[C:13]=2[CH2:27][N:28]2[CH2:33][CH2:32][NH:31][CH2:30][CH2:29]2)=[O:11])[CH3:8])[CH2:6][CH2:5][CH2:4][CH2:3][CH2:2]1.[F:34][C:35]([F:43])([F:42])[C:36]([OH:41])([CH3:40])[C:37](O)=[O:38]. Given the product [CH:1]1([C@@H:7]([NH:9][C:10]([C:12]2[C:21]3[C:16](=[CH:17][CH:18]=[CH:19][CH:20]=3)[N:15]=[C:14]([C:22]3[S:23][CH:24]=[CH:25][CH:26]=3)[C:13]=2[CH2:27][N:28]2[CH2:29][CH2:30][N:31]([C:37](=[O:38])[C:36]([OH:41])([CH3:40])[C:35]([F:43])([F:42])[F:34])[CH2:32][CH2:33]2)=[O:11])[CH3:8])[CH2:6][CH2:5][CH2:4][CH2:3][CH2:2]1, predict the reactants needed to synthesize it.